Dataset: Reaction yield outcomes from USPTO patents with 853,638 reactions. Task: Predict the reaction yield, written as a fraction of the theoretical maximum amount of product (1.0 means a 100% yield; for example, 0.34 means a 34% yield). (1) The reactants are Cl.[CH:2]([O:5][CH:6]1[CH2:11][CH2:10][NH:9][CH2:8][CH2:7]1)([CH3:4])[CH3:3].C(N(CC)CC)C.[O:19]=[C:20]1[C:29]2[CH2:28][CH2:27][CH2:26][CH2:25][C:24]=2[C:23]([CH2:30][C:31]2[CH:32]=[C:33]([CH:37]=[CH:38][CH:39]=2)[C:34](O)=[O:35])=[N:22][NH:21]1.F[P-](F)(F)(F)(F)F.N1(OC(N(C)C)=[N+](C)C)C2C=CC=CC=2N=N1. The catalyst is CN(C=O)C. The product is [CH:2]([O:5][CH:6]1[CH2:11][CH2:10][N:9]([C:34]([C:33]2[CH:32]=[C:31]([CH:39]=[CH:38][CH:37]=2)[CH2:30][C:23]2[C:24]3[CH2:25][CH2:26][CH2:27][CH2:28][C:29]=3[C:20](=[O:19])[NH:21][N:22]=2)=[O:35])[CH2:8][CH2:7]1)([CH3:4])[CH3:3]. The yield is 0.639. (2) The reactants are [CH3:1][O:2][C:3](=[O:13])[C:4]1[CH:9]=[CH:8][C:7]([NH:10][CH2:11][CH3:12])=[N:6][CH:5]=1.[H-].[Na+].BrCC1C=CC=CC=1[CH:24]([SH:31])[C:25]1[CH:30]=[CH:29][CH:28]=[CH:27][CH:26]=1. The catalyst is CN(C=O)C. The product is [CH3:1][O:2][C:3](=[O:13])[C:4]1[CH:9]=[CH:8][C:7]([NH:10][CH2:11][CH2:12][CH2:24][C:25]2[CH:30]=[CH:29][CH:28]=[CH:27][C:26]=2[S:31][CH2:24][C:25]2[CH:26]=[CH:27][CH:28]=[CH:29][CH:30]=2)=[N:6][CH:5]=1. The yield is 0.700. (3) The reactants are [OH2:1].[OH-].[Li+].[CH3:4][O:5][C:6]1[N:11]=[N:10][C:9]([C:12]2[N:16]([C:17]3[CH:18]=[N:19][CH:20]=[CH:21][CH:22]=3)[N:15]=[C:14]([C:23]([O:25][CH3:26])=[O:24])[CH:13]=2)=[CH:8][CH:7]=1.CO.Cl. The catalyst is O1CCCC1.O. The product is [OH:1][C:12]1([C:9]2[N:10]=[N:11][C:6]([O:5][CH3:4])=[CH:7][CH:8]=2)[N:16]([C:17]2[CH:18]=[N:19][CH:20]=[CH:21][CH:22]=2)[N:15]=[C:14]([C:23]([O:25][CH3:26])=[O:24])[CH2:13]1. The yield is 0.800. (4) The product is [Cl:1][C:2]1[CH:10]=[CH:9][C:8]2[NH:7][C:6]3[C:21]([C:29]([F:31])([F:30])[F:32])([OH:24])[CH2:22][CH2:23][C:5]=3[C:4]=2[C:3]=1[Cl:33]. The catalyst is C1COCC1.O. The yield is 0.530. The reactants are [Cl:1][C:2]1[CH:10]=[CH:9][C:8]2[N:7](S(C3C=CC(C)=CC=3)(=O)=O)[C:6]3[C:21]([C:29]([F:32])([F:31])[F:30])([O:24][Si](C)(C)C)[CH2:22][CH2:23][C:5]=3[C:4]=2[C:3]=1[Cl:33].[OH-].[K+]. (5) The reactants are Br[C:2]1[CH:7]=[C:6]([C:8]2[N:9]=[N:10][N:11]([CH2:13][C:14]3[CH:19]=[CH:18][C:17]([O:20][CH3:21])=[CH:16][CH:15]=3)[CH:12]=2)[CH:5]=[CH:4][N:3]=1.[Br:22][C:23]1[CH:28]=[C:27]([CH3:29])[CH:26]=[C:25]([NH2:30])[N:24]=1.CC1(C)C2C(=C(P(C3C=CC=CC=3)C3C=CC=CC=3)C=CC=2)OC2C(P(C3C=CC=CC=3)C3C=CC=CC=3)=CC=CC1=2.C([O-])([O-])=O.[Cs+].[Cs+]. The catalyst is CC([O-])=O.CC([O-])=O.[Pd+2]. The product is [Br:22][C:23]1[N:24]=[C:25]([NH:30][C:2]2[CH:7]=[C:6]([C:8]3[N:9]=[N:10][N:11]([CH2:13][C:14]4[CH:19]=[CH:18][C:17]([O:20][CH3:21])=[CH:16][CH:15]=4)[CH:12]=3)[CH:5]=[CH:4][N:3]=2)[CH:26]=[C:27]([CH3:29])[CH:28]=1. The yield is 0.590. (6) The reactants are [NH2:1][C:2]1[C:9]([OH:10])=[CH:8][C:7]([S:11]([CH:14]([CH3:16])[CH3:15])(=[O:13])=[O:12])=[CH:6][C:3]=1[C:4]#[N:5].[CH3:17][S:18][C:19]1[CH:20]=[CH:21][C:22]([CH2:25]O)=[N:23][CH:24]=1.C(P(CCCC)CCCC)CCC.N(C(N1CCCCC1)=O)=NC(N1CCCCC1)=O. The catalyst is O1CCCC1. The product is [NH2:1][C:2]1[C:9]([O:10][CH2:25][C:22]2[CH:21]=[CH:20][C:19]([S:18][CH3:17])=[CH:24][N:23]=2)=[CH:8][C:7]([S:11]([CH:14]([CH3:16])[CH3:15])(=[O:13])=[O:12])=[CH:6][C:3]=1[C:4]#[N:5]. The yield is 0.780. (7) The reactants are C(OC([NH:8][C@H:9]([C:30]([O:32][CH3:33])=[O:31])[CH2:10][C:11]1[CH:16]=[CH:15][C:14]([CH2:17][CH2:18][CH2:19][C:20]2[CH:29]=[CH:28][C:27]3[CH2:26][CH2:25][CH2:24][NH:23][C:22]=3[N:21]=2)=[CH:13][CH:12]=1)=O)(C)(C)C.C(O)(C(F)(F)F)=O. The catalyst is C(Cl)Cl. The product is [N:21]1[C:22]2[NH:23][CH2:24][CH2:25][CH2:26][C:27]=2[CH:28]=[CH:29][C:20]=1[CH2:19][CH2:18][CH2:17][C:14]1[CH:15]=[CH:16][C:11]([CH2:10][C@@H:9]([C:30]([O:32][CH3:33])=[O:31])[NH2:8])=[CH:12][CH:13]=1. The yield is 0.540. (8) The product is [O:21]=[C:18]1[O:17][C@H:16]2[CH2:15][C@@H:14]([O:22][CH2:23][C:24]3[CH:29]=[CH:28][CH:27]=[CH:26][CH:25]=3)[C@H:13]([CH:12]=[O:11])[C@H:20]2[CH2:19]1. The catalyst is ClCCl. The reactants are C(Cl)(=O)C(Cl)=O.CS(C)=O.[OH:11][CH2:12][C@@H:13]1[C@@H:20]2[C@@H:16]([O:17][C:18](=[O:21])[CH2:19]2)[CH2:15][C@H:14]1[O:22][CH2:23][C:24]1[CH:29]=[CH:28][CH:27]=[CH:26][CH:25]=1.C(N(CC)CC)C. The yield is 0.800. (9) The reactants are [Br:1][C:2]1[CH:7]=[CH:6][C:5]([C:8](=O)[CH3:9])=[CH:4][CH:3]=1.[CH3:11][O:12][CH2:13][CH2:14][NH2:15].CC1NC(C)=C(C(OCC)=O)CC=1C(OCC)=O.NC(N)=S. The catalyst is C1(C)C=CC=CC=1. The product is [Br:1][C:2]1[CH:7]=[CH:6][C:5]([CH:8]([NH:15][CH2:14][CH2:13][O:12][CH3:11])[CH3:9])=[CH:4][CH:3]=1. The yield is 0.190.